This data is from Forward reaction prediction with 1.9M reactions from USPTO patents (1976-2016). The task is: Predict the product of the given reaction. (1) Given the reactants [C:1]([C:5]1[C:6]([OH:15])=[C:7]([C:10]([CH3:14])=[C:11]([Cl:13])[CH:12]=1)[CH:8]=O)([CH3:4])([CH3:3])[CH3:2].[NH2:16][C:17]1[CH:25]=[CH:24][C:23]([S:26]([C:29]([F:32])([F:31])[F:30])(=[O:28])=[O:27])=[CH:22][C:18]=1[C:19]([NH2:21])=[O:20], predict the reaction product. The product is: [C:1]([C:5]1[C:6]([OH:15])=[C:7]([C:8]2[NH:21][C:19](=[O:20])[C:18]3[C:17](=[CH:25][CH:24]=[C:23]([S:26]([C:29]([F:32])([F:30])[F:31])(=[O:28])=[O:27])[CH:22]=3)[N:16]=2)[C:10]([CH3:14])=[C:11]([Cl:13])[CH:12]=1)([CH3:4])([CH3:3])[CH3:2]. (2) Given the reactants [F:1][C:2]([F:35])([F:34])[C@@:3]([C:6]1[CH:11]=[CH:10][C:9]([N:12]2[CH2:17][CH2:16][N:15]([S:18]([C:21]3[S:22][CH:23]=[CH:24][CH:25]=3)(=[O:20])=[O:19])[CH2:14][C@@H:13]2[CH2:26][C:27]2[CH:32]=[CH:31][C:30]([F:33])=[CH:29][CH:28]=2)=[CH:8][CH:7]=1)([OH:5])[CH3:4].FC(F)(F)[C@](C1C=CC(N2CCN(S(C3SC=CC=3)(=O)=O)C[C@H]2CC2C=CC(F)=CC=2)=CC=1)(O)C.FC(F)(F)[C@](C1C=CC(N2CCN(S(C3SC=CC=3)(=O)=O)C[C@@H]2CC2C=CC(F)=CC=2)=CC=1)(O)C.C1N=C(N)C2N=CN([C@@H]3O[C@H](COP(OP(OC[C@H]4O[C@@H](N5C=C(C(N)=O)CC=C5)[C@H](O)[C@@H]4O)(O)=O)(O)=O)[C@@H](O)[C@H]3OP(O)(O)=O)C=2N=1, predict the reaction product. The product is: [F:35][C:2]([F:1])([F:34])[C@@:3]([C:6]1[CH:11]=[CH:10][C:9]([N:12]2[CH2:17][CH2:16][N:15]([S:18]([C:21]3[S:22][CH:23]=[CH:24][CH:25]=3)(=[O:20])=[O:19])[CH2:14][C@H:13]2[CH2:26][C:27]2[CH:28]=[CH:29][C:30]([F:33])=[CH:31][CH:32]=2)=[CH:8][CH:7]=1)([OH:5])[CH3:4]. (3) Given the reactants Br[C:2]1[CH:6]=[C:5]([C:7]2[CH:12]=[CH:11][C:10]([CH:13]=[CH2:14])=[CH:9][CH:8]=2)[S:4][C:3]=1[C:15]1[CH:20]=[CH:19][CH:18]=[CH:17][CH:16]=1.[Li]CCCC.[F:26][C:27]1([F:38])[C:31]([F:32])=[C:30](F)[C:29]([F:35])([F:34])[C:28]1([F:37])[F:36], predict the reaction product. The product is: [F:32][C:31]1[C:27]([F:26])([F:38])[C:28]([F:36])([F:37])[C:29]([F:34])([F:35])[C:30]=1[C:2]1[CH:6]=[C:5]([C:7]2[CH:12]=[CH:11][C:10]([CH:13]=[CH2:14])=[CH:9][CH:8]=2)[S:4][C:3]=1[C:15]1[CH:20]=[CH:19][CH:18]=[CH:17][CH:16]=1. (4) Given the reactants [F:1][C:2]([F:31])([F:30])[C:3]1[CH:4]=[C:5]([NH:9][C:10]([N:12]2[C:20]3[C:15](=[CH:16][C:17]([O:21][C:22]4[CH:27]=[C:26]([CH2:28][OH:29])[N:25]=[CH:24][N:23]=4)=[CH:18][CH:19]=3)[CH2:14][CH2:13]2)=[O:11])[CH:6]=[CH:7][CH:8]=1.[CH3:32][S:33](Cl)(=[O:35])=[O:34], predict the reaction product. The product is: [F:31][C:2]([F:30])([F:1])[C:3]1[CH:4]=[C:5]([NH:9][C:10]([N:12]2[C:20]3[C:15](=[CH:16][C:17]([O:21][C:22]4[N:23]=[CH:24][N:25]=[C:26]([CH2:28][O:29][S:33]([CH3:32])(=[O:35])=[O:34])[CH:27]=4)=[CH:18][CH:19]=3)[CH2:14][CH2:13]2)=[O:11])[CH:6]=[CH:7][CH:8]=1. (5) Given the reactants Br[C:2]1[C:11]2[C:6](=[CH:7][CH:8]=[C:9]([OH:12])[CH:10]=2)[C:5](=[O:13])[N:4]([C:14]2[CH:19]=[CH:18][C:17]([OH:20])=[CH:16][CH:15]=2)[CH:3]=1.C(=O)([O-])[O-].[K+].[K+].[CH3:27][O:28][C:29]([C:31]1[CH:36]=[CH:35][C:34](B(O)O)=[CH:33][CH:32]=1)=[O:30], predict the reaction product. The product is: [OH:12][C:9]1[CH:10]=[C:11]2[C:6](=[CH:7][CH:8]=1)[C:5](=[O:13])[N:4]([C:14]1[CH:19]=[CH:18][C:17]([OH:20])=[CH:16][CH:15]=1)[CH:3]=[C:2]2[C:34]1[CH:35]=[CH:36][C:31]([C:29]([O:28][CH3:27])=[O:30])=[CH:32][CH:33]=1.